Dataset: Catalyst prediction with 721,799 reactions and 888 catalyst types from USPTO. Task: Predict which catalyst facilitates the given reaction. (1) Reactant: [CH2:1]([CH:3]([C:5]1[CH:10]=[CH:9][CH:8]=[C:7]([N+:11]([O-:13])=[O:12])[CH:6]=1)O)[CH3:2].C1C=CC(P(C2C=CC=CC=2)C2C=CC=CC=2)=CC=1.C(Br)(Br)(Br)Br.Cl.[CH:39]1([NH:45][C:46]([CH:48]2[CH2:53][CH2:52][NH:51][CH2:50][CH2:49]2)=[O:47])[CH2:44][CH2:43][CH2:42][CH2:41][CH2:40]1.CCN(C(C)C)C(C)C. Product: [CH:39]1([NH:45][C:46]([CH:48]2[CH2:49][CH2:50][N:51]([CH:3]([C:5]3[CH:10]=[CH:9][CH:8]=[C:7]([N+:11]([O-:13])=[O:12])[CH:6]=3)[CH2:1][CH3:2])[CH2:52][CH2:53]2)=[O:47])[CH2:40][CH2:41][CH2:42][CH2:43][CH2:44]1. The catalyst class is: 2. (2) Reactant: [NH2:1][CH:2]([CH2:13][CH2:14][CH2:15][C:16]1[CH:21]=[CH:20][C:19]([O:22][C:23]2[CH:28]=[CH:27][CH:26]=[C:25]([O:29][CH2:30][C:31]3[CH:36]=[CH:35][CH:34]=[CH:33][CH:32]=3)[CH:24]=2)=[CH:18][C:17]=1[Cl:37])[CH2:3][O:4][C:5](=[O:12])[C:6]1[CH:11]=[CH:10][CH:9]=[CH:8][CH:7]=1. Product: [C:5]([O:4][CH2:3][CH:2]([NH:1][C:6]1[CH:11]=[CH:10][CH:9]=[CH:8][CH:7]=1)[CH2:13][CH2:14][CH2:15][C:16]1[CH:21]=[CH:20][C:19]([O:22][C:23]2[CH:28]=[CH:27][CH:26]=[C:25]([O:29][CH2:30][C:31]3[CH:36]=[CH:35][CH:34]=[CH:33][CH:32]=3)[CH:24]=2)=[CH:18][C:17]=1[Cl:37])(=[O:12])[C:6]1[CH:7]=[CH:8][CH:9]=[CH:10][CH:11]=1. The catalyst class is: 302. (3) Reactant: CCN(S(F)(F)[F:7])CC.[C:10]([O:14][P:15]([CH:22](O)[C:23]1[CH:24]=[N:25][C:26]2[C:31]([CH:32]=1)=[CH:30][CH:29]=[CH:28][CH:27]=2)(=[O:21])[O:16][C:17]([CH3:20])([CH3:19])[CH3:18])([CH3:13])([CH3:12])[CH3:11].C([O-])(O)=O.[Na+]. Product: [C:10]([O:14][P:15]([CH:22]([F:7])[C:23]1[CH:24]=[N:25][C:26]2[C:31]([CH:32]=1)=[CH:30][CH:29]=[CH:28][CH:27]=2)(=[O:21])[O:16][C:17]([CH3:20])([CH3:19])[CH3:18])([CH3:13])([CH3:12])[CH3:11]. The catalyst class is: 4. (4) Reactant: [C@]12(CS(O)(=O)=O)C(C)(C)C(CC1)CC2=O.[NH2:16][C:17]1[CH:43]=[CH:42][C:20]([O:21][C:22]2[N:27]=[CH:26][N:25]=[C:24]([NH:28][C:29]([N:31]3[CH2:36][CH2:35][N:34]([CH:37]4[CH2:40][N:39]([CH3:41])[CH2:38]4)[CH2:33][CH2:32]3)=[O:30])[CH:23]=2)=[C:19]([F:44])[CH:18]=1.[F:45][C:46]1[CH:51]=[CH:50][C:49]([CH2:52][C:53]([N:55]=[C:56]=[S:57])=[O:54])=[CH:48][CH:47]=1. Product: [F:44][C:19]1[CH:18]=[C:17]([NH:16][C:56]([NH:55][C:53](=[O:54])[CH2:52][C:49]2[CH:50]=[CH:51][C:46]([F:45])=[CH:47][CH:48]=2)=[S:57])[CH:43]=[CH:42][C:20]=1[O:21][C:22]1[N:27]=[CH:26][N:25]=[C:24]([NH:28][C:29]([N:31]2[CH2:32][CH2:33][N:34]([CH:37]3[CH2:40][N:39]([CH3:41])[CH2:38]3)[CH2:35][CH2:36]2)=[O:30])[CH:23]=1. The catalyst class is: 548. (5) Reactant: [CH3:1][N:2]1[C:10]2[CH:9]=[CH:8][CH:7]=[C:6]([NH2:11])[C:5]=2[CH:4]=[N:3]1.[Cl:12][C:13]1[CH:14]=[C:15]([CH:20]=[CH:21][C:22]=1[Cl:23])[CH2:16][N:17]=[C:18]=[O:19]. The catalyst class is: 11. Product: [Cl:12][C:13]1[CH:14]=[C:15]([CH:20]=[CH:21][C:22]=1[Cl:23])[CH2:16][NH:17][C:18]([NH:11][C:6]1[CH:7]=[CH:8][CH:9]=[C:10]2[C:5]=1[CH:4]=[N:3][N:2]2[CH3:1])=[O:19]. (6) Reactant: [N:1]1([C:7]([C:9]2[CH:14]=[CH:13][CH:12]=[C:11]([N+:15]([O-])=O)[CH:10]=2)=[O:8])[CH2:6][CH2:5][O:4][CH2:3][CH2:2]1.C(O)C.[H][H]. Product: [NH2:15][C:11]1[CH:10]=[C:9]([C:7]([N:1]2[CH2:2][CH2:3][O:4][CH2:5][CH2:6]2)=[O:8])[CH:14]=[CH:13][CH:12]=1. The catalyst class is: 45. (7) Reactant: Cl[C:2]1[CH:3]=[C:4]([C:28]2[CH:32]=[CH:31][NH:30][N:29]=2)[C:5]2[N:6]([C:8]([C:22]3[CH:27]=[CH:26][CH:25]=[CH:24][CH:23]=3)=[C:9]([C:11]3[CH:16]=[CH:15][C:14]([C:17]4([NH2:21])[CH2:20][CH2:19][CH2:18]4)=[CH:13][CH:12]=3)[N:10]=2)[N:7]=1.[CH3:33][O-:34].[Na+].O. Product: [CH3:33][O:34][C:2]1[CH:3]=[C:4]([C:28]2[CH:32]=[CH:31][NH:30][N:29]=2)[C:5]2[N:6]([C:8]([C:22]3[CH:27]=[CH:26][CH:25]=[CH:24][CH:23]=3)=[C:9]([C:11]3[CH:16]=[CH:15][C:14]([C:17]4([NH2:21])[CH2:20][CH2:19][CH2:18]4)=[CH:13][CH:12]=3)[N:10]=2)[N:7]=1. The catalyst class is: 5.